From a dataset of Merck oncology drug combination screen with 23,052 pairs across 39 cell lines. Regression. Given two drug SMILES strings and cell line genomic features, predict the synergy score measuring deviation from expected non-interaction effect. Drug 1: CN(C)C(=N)N=C(N)N. Drug 2: Cc1nc(Nc2ncc(C(=O)Nc3c(C)cccc3Cl)s2)cc(N2CCN(CCO)CC2)n1. Cell line: UWB1289BRCA1. Synergy scores: synergy=0.899.